This data is from Peptide-MHC class II binding affinity with 134,281 pairs from IEDB. The task is: Regression. Given a peptide amino acid sequence and an MHC pseudo amino acid sequence, predict their binding affinity value. This is MHC class II binding data. (1) The peptide sequence is GLGWYKIEIDQDHQE. The MHC is HLA-DQA10104-DQB10503 with pseudo-sequence HLA-DQA10104-DQB10503. The binding affinity (normalized) is 0.647. (2) The peptide sequence is MLTLFILIITSTIKA. The MHC is DRB1_1101 with pseudo-sequence DRB1_1101. The binding affinity (normalized) is 0.0680. (3) The peptide sequence is WNTGHDWILADKRPT. The MHC is DRB1_0301 with pseudo-sequence DRB1_0301. The binding affinity (normalized) is 0.692.